This data is from Forward reaction prediction with 1.9M reactions from USPTO patents (1976-2016). The task is: Predict the product of the given reaction. (1) The product is: [CH2:1]([O:3][C:4](=[O:14])[CH2:5][N:6]1[CH:11]=[CH:10][N:9]=[C:8]([NH:28][C@H:20]([CH2:19][N:16]=[N+:17]=[N-:18])[CH2:21][C:22]2[CH:27]=[CH:26][CH:25]=[CH:24][CH:23]=2)[C:7]1=[O:13])[CH3:2]. Given the reactants [CH2:1]([O:3][C:4](=[O:14])[CH2:5][N:6]1[CH:11]=[CH:10][N:9]=[C:8](Br)[C:7]1=[O:13])[CH3:2].Cl.[N:16]([CH2:19][C@@H:20]([NH2:28])[CH2:21][C:22]1[CH:27]=[CH:26][CH:25]=[CH:24][CH:23]=1)=[N+:17]=[N-:18].C(OC(N[C@@H](CC1C=CC=CC=1)CO)=O)(C)(C)C.C(N(CC)CC)C, predict the reaction product. (2) The product is: [NH2:1][C:2]1[O:3][CH2:4][C:5]2([N:22]=1)[C:18]1([CH3:19])[CH:13]([CH2:14][CH2:15][CH:16]([OH:20])[CH2:17]1)[O:12][C:11]1[C:6]2=[CH:7][C:8]([Br:21])=[CH:9][CH:10]=1. Given the reactants [NH2:1][C:2]1[O:3][CH2:4][C:5]2([N:22]=1)[C:18]1([CH3:19])[CH:13]([CH2:14][CH2:15][C:16](=[O:20])[CH2:17]1)[O:12][C:11]1[C:6]2=[CH:7][C:8]([Br:21])=[CH:9][CH:10]=1.CO.[BH4-].[Na+], predict the reaction product. (3) Given the reactants Br[C:2]1[CH:3]=[C:4]2[C:8](=[CH:9][CH:10]=1)[N:7]([CH:11]1[CH2:16][CH2:15][CH2:14][CH2:13][O:12]1)[N:6]=[CH:5]2.[NH2:17][C@H:18]1[CH2:23][CH2:22][CH2:21][N:20]([C:24]([O:26][C:27]([CH3:30])([CH3:29])[CH3:28])=[O:25])[CH2:19]1.C1C=CC(P(C2C(C3C(P(C4C=CC=CC=4)C4C=CC=CC=4)=CC=C4C=3C=CC=C4)=C3C(C=CC=C3)=CC=2)C2C=CC=CC=2)=CC=1.CC(C)([O-])C.[Na+], predict the reaction product. The product is: [O:12]1[CH2:13][CH2:14][CH2:15][CH2:16][CH:11]1[N:7]1[C:8]2[C:4](=[CH:3][C:2]([NH:17][C@H:18]3[CH2:23][CH2:22][CH2:21][N:20]([C:24]([O:26][C:27]([CH3:30])([CH3:29])[CH3:28])=[O:25])[CH2:19]3)=[CH:10][CH:9]=2)[CH:5]=[N:6]1. (4) Given the reactants [Cl:1][C:2]1[CH:7]=[CH:6][C:5]([OH:8])=[C:4]([CH3:9])[CH:3]=1.[Na].[C:11]([O:15][CH2:16][CH3:17])(=[O:14])[CH:12]=[CH2:13], predict the reaction product. The product is: [Cl:1][C:2]1[CH:7]=[CH:6][C:5]([O:8][CH2:13][CH2:12][C:11]([O:15][CH2:16][CH3:17])=[O:14])=[C:4]([CH3:9])[CH:3]=1. (5) Given the reactants [Br:1][C:2]1[CH:7]=[CH:6][C:5]([C:8]2([N:16]3[C:24](=[O:25])[C:23]4[C:18](=[CH:19][CH:20]=[CH:21][CH:22]=4)[C:17]3=[O:26])[CH2:11][C:10]3(OCC[O:12]3)[CH2:9]2)=[CH:4][CH:3]=1.C1(C)C=CC(S(O)(=O)=O)=CC=1, predict the reaction product. The product is: [Br:1][C:2]1[CH:3]=[CH:4][C:5]([C:8]2([N:16]3[C:24](=[O:25])[C:23]4[C:18](=[CH:19][CH:20]=[CH:21][CH:22]=4)[C:17]3=[O:26])[CH2:9][C:10](=[O:12])[CH2:11]2)=[CH:6][CH:7]=1. (6) Given the reactants [OH:1][C:2]1[CH:9]=[CH:8][C:5]([CH:6]=O)=[C:4]([CH3:10])[CH:3]=1.[NH:11]1[CH2:15][CH2:14][CH2:13][CH2:12]1.[BH-](OC(C)=O)(OC(C)=O)OC(C)=O.[Na+].OS([O-])(=O)=O.[Na+], predict the reaction product. The product is: [CH3:10][C:4]1[CH:3]=[C:2]([OH:1])[CH:9]=[CH:8][C:5]=1[CH2:6][N:11]1[CH2:15][CH2:14][CH2:13][CH2:12]1. (7) Given the reactants [CH2:1]1[C:13]2[NH:12][C:11]3[C:6](=[CH:7][CH:8]=[CH:9][CH:10]=3)[C:5]=2[CH2:4][CH:3]([C:14]([OH:16])=[O:15])[CH2:2]1.[H-].[Na+].Br[CH2:20][C:21]([O:23][CH2:24][CH3:25])=[O:22].OP([O-])(O)=O.[K+], predict the reaction product. The product is: [CH2:24]([O:23][C:21]([CH2:20][N:12]1[C:13]2[CH2:1][CH2:2][CH:3]([C:14]([OH:16])=[O:15])[CH2:4][C:5]=2[C:6]2[C:11]1=[CH:10][CH:9]=[CH:8][CH:7]=2)=[O:22])[CH3:25]. (8) Given the reactants FC(F)(F)C(O)=O.C(OC(=O)[NH:14][C@@H:15]([CH2:30][N:31]1[CH2:36][C:35](=[O:37])[N:34]([C:38]2[CH:43]=[CH:42][CH:41]=[CH:40][C:39]=2[Cl:44])[CH2:33][C:32]1([CH3:46])[CH3:45])[C@@H:16]([OH:29])[CH2:17][C@H:18]([C:22](=[O:28])[NH:23][CH2:24][CH2:25][CH2:26][CH3:27])[CH:19]([CH3:21])[CH3:20])(C)(C)C.[C:48]([OH:55])(=[O:54])/[CH:49]=[CH:50]/[C:51]([OH:53])=[O:52].C(NC(=O)[C@H](C(C)C)C[C@H](O)[C@@H](N)CN1CC(=O)N(C2C=CC=CC=2Cl)CC1(C)C)CCC, predict the reaction product. The product is: [C:48]([OH:55])(=[O:54])/[CH:49]=[CH:50]/[C:51]([OH:53])=[O:52].[CH2:24]([NH:23][C:22](=[O:28])[C@H:18]([CH:19]([CH3:21])[CH3:20])[CH2:17][C@H:16]([OH:29])[C@@H:15]([NH2:14])[CH2:30][N:31]1[CH2:36][C:35](=[O:37])[N:34]([C:38]2[CH:43]=[CH:42][CH:41]=[CH:40][C:39]=2[Cl:44])[CH2:33][C:32]1([CH3:45])[CH3:46])[CH2:25][CH2:26][CH3:27]. (9) Given the reactants [CH3:1][O:2][C:3]1[C:8]([NH:9][C:10]([NH2:12])=[O:11])=[CH:7][C:6]([C:13]2[C:21]3[C:20]([NH:22][C@H:23]([C:25]4[N:30]([C:31]5[CH:36]=[CH:35][CH:34]=[CH:33][CH:32]=5)[C:29](=[O:37])[C:28]5=[C:38]([CH3:41])[CH:39]=[CH:40][N:27]5[N:26]=4)[CH3:24])=[N:19][CH:18]=[N:17][C:16]=3[N:15](COCC[Si](C)(C)C)[CH:14]=2)=[CH:5][N:4]=1.FC(F)(F)C(O)=O.N, predict the reaction product. The product is: [CH3:1][O:2][C:3]1[C:8]([NH:9][C:10]([NH2:12])=[O:11])=[CH:7][C:6]([C:13]2[C:21]3[C:20]([NH:22][C@H:23]([C:25]4[N:30]([C:31]5[CH:36]=[CH:35][CH:34]=[CH:33][CH:32]=5)[C:29](=[O:37])[C:28]5=[C:38]([CH3:41])[CH:39]=[CH:40][N:27]5[N:26]=4)[CH3:24])=[N:19][CH:18]=[N:17][C:16]=3[NH:15][CH:14]=2)=[CH:5][N:4]=1. (10) The product is: [F:1][CH:2]([F:41])[C:3]1[C:8]([F:9])=[C:7]([S:10](=[O:19])(=[O:20])[NH:11][C@@H:12]([CH2:17][CH3:18])[C:13]([F:14])([F:15])[F:16])[CH:6]=[CH:5][C:4]=1[C:21]1[S:25][C:24]([C:26]2[N:30]=[C:29]([CH2:31][C:32]([CH3:37])([CH3:38])[C:33]([O:35][CH3:36])=[O:34])[O:28][N:27]=2)=[N:23][C:22]=1[CH2:39][N:45]1[CH2:46][CH2:47][CH2:48][C:43]([F:49])([F:42])[CH2:44]1. Given the reactants [F:1][CH:2]([F:41])[C:3]1[C:8]([F:9])=[C:7]([S:10](=[O:20])(=[O:19])[NH:11][C@@H:12]([CH2:17][CH3:18])[C:13]([F:16])([F:15])[F:14])[CH:6]=[CH:5][C:4]=1[C:21]1[S:25][C:24]([C:26]2[N:30]=[C:29]([CH2:31][C:32]([CH3:38])([CH3:37])[C:33]([O:35][CH3:36])=[O:34])[O:28][N:27]=2)=[N:23][C:22]=1[CH:39]=O.[F:42][C:43]1([F:49])[CH2:48][CH2:47][CH2:46][NH:45][CH2:44]1.[BH-](OC(C)=O)(OC(C)=O)OC(C)=O.[Na+], predict the reaction product.